This data is from Forward reaction prediction with 1.9M reactions from USPTO patents (1976-2016). The task is: Predict the product of the given reaction. (1) Given the reactants [Si:1]([O:8][CH2:9][C:10]1([NH:13][CH2:14][C:15]2([OH:28])[CH2:20][CH2:19][N:18]([C:21]([O:23][C:24]([CH3:27])([CH3:26])[CH3:25])=[O:22])[CH2:17][CH2:16]2)[CH2:12][CH2:11]1)([C:4]([CH3:7])([CH3:6])[CH3:5])([CH3:3])[CH3:2].C(N(CC)C(C)C)(C)C.[Cl:38][CH2:39][C:40](Cl)=[O:41], predict the reaction product. The product is: [Si:1]([O:8][CH2:9][C:10]1([N:13]([CH2:14][C:15]2([OH:28])[CH2:16][CH2:17][N:18]([C:21]([O:23][C:24]([CH3:27])([CH3:26])[CH3:25])=[O:22])[CH2:19][CH2:20]2)[C:40](=[O:41])[CH2:39][Cl:38])[CH2:11][CH2:12]1)([C:4]([CH3:7])([CH3:6])[CH3:5])([CH3:3])[CH3:2]. (2) The product is: [ClH:19].[Cl:19][C:20]1[CH:39]=[CH:38][C:23]([NH:24][C:25]2[C:34]3[C:29](=[CH:30][C:31]([O:37][CH2:7][CH2:6][N:5]4[CH:10]=[CH:9][N:2]=[CH:3]4)=[C:32]([O:35][CH3:36])[CH:33]=3)[N:28]=[CH:27][N:26]=2)=[C:22]([F:40])[CH:21]=1. Given the reactants [N:2]([C:3]([N:5]1[CH2:10][CH2:9]C[CH2:7][CH2:6]1)=O)=[N:2][C:3]([N:5]1[CH2:10][CH2:9]C[CH2:7][CH2:6]1)=O.[Cl:19][C:20]1[CH:39]=[CH:38][C:23]([NH:24][C:25]2[C:34]3[C:29](=[CH:30][C:31]([OH:37])=[C:32]([O:35][CH3:36])[CH:33]=3)[N:28]=[CH:27][N:26]=2)=[C:22]([F:40])[CH:21]=1.C(P(CCCC)CCCC)CCC.N1(CCO)C=CN=C1.C(O)(=O)C, predict the reaction product.